Task: Regression. Given a peptide amino acid sequence and an MHC pseudo amino acid sequence, predict their binding affinity value. This is MHC class I binding data.. Dataset: Peptide-MHC class I binding affinity with 185,985 pairs from IEDB/IMGT The peptide sequence is VTDNNRSFY. The MHC is HLA-A29:02 with pseudo-sequence HLA-A29:02. The binding affinity (normalized) is 0.413.